From a dataset of Forward reaction prediction with 1.9M reactions from USPTO patents (1976-2016). Predict the product of the given reaction. Given the reactants C([O:4][C@@H:5]1[C@H:12]2[C@H:8]([O:9][CH2:10][CH2:11]2)[O:7][CH2:6]1)(=O)C.[OH-].[Na+].O1[C@@H]2OCC[C@@H]2[C@H](CC(O)=O)C1.C(O)(=O)C.C(=O)([O-])[O-].[K+].[K+].O1[C@H]2OCC[C@H]2[C@@H](O)C1.C(O)(=O)C, predict the reaction product. The product is: [O:7]1[CH:8]2[O:9][CH2:10][CH2:11][CH:12]2[CH:5]([OH:4])[CH2:6]1.